From a dataset of Full USPTO retrosynthesis dataset with 1.9M reactions from patents (1976-2016). Predict the reactants needed to synthesize the given product. (1) Given the product [O:8]([C:6]1[CH:7]=[C:2]([N:34]2[C:33]3[CH:32]=[CH:31][CH:30]=[CH:29][C:28]=3[O:27][C:26]3[C:35]2=[CH:22][CH:23]=[CH:24][CH:25]=3)[CH:3]=[C:4]([O:15][C:16]2[CH:21]=[CH:20][CH:19]=[CH:18][CH:17]=2)[CH:5]=1)[C:9]1[CH:14]=[CH:13][CH:12]=[CH:11][CH:10]=1, predict the reactants needed to synthesize it. The reactants are: Br[C:2]1[CH:3]=[C:4]([O:15][C:16]2[CH:21]=[CH:20][CH:19]=[CH:18][CH:17]=2)[CH:5]=[C:6]([O:8][C:9]2[CH:14]=[CH:13][CH:12]=[CH:11][CH:10]=2)[CH:7]=1.[CH:22]1[C:35]2[NH:34][C:33]3[C:28](=[CH:29][CH:30]=[CH:31][CH:32]=3)[O:27][C:26]=2[CH:25]=[CH:24][CH:23]=1.CC([O-])(C)C.[Na+].C1(C)C(C)=CC=CC=1. (2) Given the product [F:1][C:2]1[CH:3]=[C:4]([C:8]2([NH:14][C:15]3[N:16]=[CH:17][C:18]([C:21]([NH:26][OH:27])=[O:22])=[CH:19][N:20]=3)[CH2:9][CH2:10][CH2:11][CH2:12][CH2:13]2)[CH:5]=[CH:6][CH:7]=1, predict the reactants needed to synthesize it. The reactants are: [F:1][C:2]1[CH:3]=[C:4]([C:8]2([NH:14][C:15]3[N:20]=[CH:19][C:18]([C:21](OCC)=[O:22])=[CH:17][N:16]=3)[CH2:13][CH2:12][CH2:11][CH2:10][CH2:9]2)[CH:5]=[CH:6][CH:7]=1.[NH2:26][OH:27].[OH-].[Na+]. (3) Given the product [CH3:1][N:2]([CH3:18])[CH2:3][C:4]([N:6]1[C:14]2[C:9](=[CH:10][C:11]([NH2:15])=[CH:12][CH:13]=2)[CH2:8][CH2:7]1)=[O:5], predict the reactants needed to synthesize it. The reactants are: [CH3:1][N:2]([CH3:18])[CH2:3][C:4]([N:6]1[C:14]2[C:9](=[CH:10][C:11]([N+:15]([O-])=O)=[CH:12][CH:13]=2)[CH2:8][CH2:7]1)=[O:5].[H][H]. (4) Given the product [Br:1][C:2]1[CH:3]=[C:4]([C:5]2[N:18]=[N:19][NH:20][N:6]=2)[CH:7]=[CH:8][CH:9]=1, predict the reactants needed to synthesize it. The reactants are: [Br:1][C:2]1[CH:3]=[C:4]([CH:7]=[CH:8][CH:9]=1)[C:5]#[N:6].Cl.C(N(CC)CC)C.[N-:18]=[N+:19]=[N-:20].[Na+].